This data is from Forward reaction prediction with 1.9M reactions from USPTO patents (1976-2016). The task is: Predict the product of the given reaction. (1) Given the reactants C1CCC(N=C=NC2CCCCC2)CC1.[CH2:16]1[C@@H:20]([CH2:21][CH2:22][CH2:23][CH2:24][C:25]([OH:27])=[O:26])[S:19][S:18][CH2:17]1.[CH3:28][N:29]([CH3:33])[CH2:30][CH2:31]O, predict the reaction product. The product is: [S:18]1[CH2:17][CH2:16][C@@H:20]([CH2:21][CH2:22][CH2:23][CH2:24][C:25]([O:27][CH2:31][CH2:30][N:29]([CH3:33])[CH3:28])=[O:26])[S:19]1. (2) Given the reactants FC(F)(F)S(O[C:7]1[CH:12]=[CH:11][CH:10]=[C:9]([C:13]([F:16])([F:15])[F:14])[C:8]=1[Cl:17])(=O)=O.[C:20]([N:27]1[CH2:32][CH2:31][NH:30][CH2:29][CH2:28]1)([O:22][C:23]([CH3:26])([CH3:25])[CH3:24])=[O:21].CC(C)([O-])C.[Na+], predict the reaction product. The product is: [Cl:17][C:8]1[C:9]([C:13]([F:16])([F:15])[F:14])=[CH:10][CH:11]=[CH:12][C:7]=1[N:30]1[CH2:29][CH2:28][N:27]([C:20]([O:22][C:23]([CH3:26])([CH3:25])[CH3:24])=[O:21])[CH2:32][CH2:31]1.